Dataset: Reaction yield outcomes from USPTO patents with 853,638 reactions. Task: Predict the reaction yield, written as a fraction of the theoretical maximum amount of product (1.0 means a 100% yield; for example, 0.34 means a 34% yield). (1) The product is [CH:1]12[CH2:10][CH:5]3[CH2:6][CH:7]([CH2:9][CH:3]([CH2:4]3)[CH:2]1[NH:11][C:12]([N:14]1[CH2:19][CH2:18][C:17]3([C:28]4[C:23](=[CH:24][CH:25]=[CH:26][CH:27]=4)[CH2:22][N:21]([C:40]([NH:39][CH3:38])=[O:41])[CH2:20]3)[CH2:16][CH2:15]1)=[O:13])[CH2:8]2. The catalyst is C(Cl)Cl. The reactants are [CH:1]12[CH2:10][CH:5]3[CH2:6][CH:7]([CH2:9][CH:3]([CH2:4]3)[CH:2]1[NH:11][C:12]([N:14]1[CH2:19][CH2:18][C:17]3([C:28]4[C:23](=[CH:24][CH:25]=[CH:26][CH:27]=4)[CH2:22][NH:21][CH2:20]3)[CH2:16][CH2:15]1)=[O:13])[CH2:8]2.CCN(C(C)C)C(C)C.[CH3:38][N:39]=[C:40]=[O:41].Cl. The yield is 0.440. (2) No catalyst specified. The product is [Cl:1][C:2]1[CH:3]=[CH:4][C:5]([CH2:8][CH2:9][C:10]2[CH:15]=[CH:14][NH:13][C:12](=[O:16])[CH:11]=2)=[N:6][CH:7]=1. The yield is 0.920. The reactants are [Cl:1][C:2]1[CH:3]=[CH:4][C:5]([CH2:8][CH2:9][C:10]2[CH:15]=[CH:14][N:13]=[C:12]([O:16]C)[CH:11]=2)=[N:6][CH:7]=1.Cl. (3) The reactants are [CH3:1][C:2]1[O:6][N:5]=[C:4]([C:7]2[CH:12]=[CH:11][CH:10]=[CH:9][CH:8]=2)[C:3]=1[CH2:13][O:14][C:15]1[CH:23]=[CH:22][C:18]([C:19]([OH:21])=O)=[CH:17][N:16]=1.[NH2:24][CH2:25][CH:26]1[CH2:28][CH2:27]1. No catalyst specified. The product is [CH:26]1([CH2:25][NH:24][C:19](=[O:21])[C:18]2[CH:22]=[CH:23][C:15]([O:14][CH2:13][C:3]3[C:4]([C:7]4[CH:8]=[CH:9][CH:10]=[CH:11][CH:12]=4)=[N:5][O:6][C:2]=3[CH3:1])=[N:16][CH:17]=2)[CH2:28][CH2:27]1. The yield is 0.780. (4) The catalyst is C1COCC1. The product is [F:1][C:2]1[CH:13]=[CH:12][CH:11]=[CH:10][C:3]=1[C:4](=[O:5])[CH:14]=[CH2:15]. The yield is 0.584. The reactants are [F:1][C:2]1[CH:13]=[CH:12][CH:11]=[CH:10][C:3]=1[C:4](N(OC)C)=[O:5].[CH:14]([Mg]Br)=[CH2:15]. (5) The reactants are [N+:1]([C:4]1[CH:9]=[C:8]([O:10][C:11]([F:14])([F:13])[F:12])[CH:7]=[CH:6][C:5]=1[S:15]([NH:18][C:19]1[CH:20]=[CH:21][CH:22]=[C:23]2[C:28]=1[N:27]=[CH:26][CH:25]=[CH:24]2)(=[O:17])=[O:16])([O-])=O.Cl[Sn]Cl. The catalyst is Cl.CCO. The product is [NH2:1][C:4]1[CH:9]=[C:8]([O:10][C:11]([F:13])([F:12])[F:14])[CH:7]=[CH:6][C:5]=1[S:15]([NH:18][C:19]1[CH:20]=[CH:21][CH:22]=[C:23]2[C:28]=1[N:27]=[CH:26][CH:25]=[CH:24]2)(=[O:16])=[O:17]. The yield is 0.750.